This data is from Full USPTO retrosynthesis dataset with 1.9M reactions from patents (1976-2016). The task is: Predict the reactants needed to synthesize the given product. (1) Given the product [ClH:48].[NH:24]1[CH2:23][CH2:22][CH:21]([O:20][C:57]2[C:49]([Cl:48])=[C:50]3[C:54](=[CH:55][CH:56]=2)[NH:53][N:52]=[CH:51]3)[CH2:26][CH2:25]1, predict the reactants needed to synthesize it. The reactants are: C1(P(C2C=CC=CC=2)C2C=CC=CC=2)C=CC=CC=1.[OH:20][CH:21]1[CH2:26][CH2:25][N:24](C(OC(C)(C)C)=O)[CH2:23][CH2:22]1.N(C(OC(C)C)=O)=NC(OC(C)C)=O.[Cl:48][C:49]1[C:57](O)=[CH:56][CH:55]=[C:54]2[C:50]=1[CH:51]=[N:52][NH:53]2.Cl.O1CCOCC1. (2) Given the product [Cl:19][C:16]1[CH:15]=[CH:14][C:13]([C:10]2[C:9]([C:20]([O:22][CH3:23])=[O:21])=[CH:8][C:7]([OH:6])=[CH:12][CH:11]=2)=[CH:18][CH:17]=1, predict the reactants needed to synthesize it. The reactants are: B(Br)(Br)Br.C[O:6][C:7]1[CH:8]=[C:9]([C:20]([O:22][CH3:23])=[O:21])[C:10]([C:13]2[CH:18]=[CH:17][C:16]([Cl:19])=[CH:15][CH:14]=2)=[CH:11][CH:12]=1.O.CO. (3) Given the product [CH2:45]([N:46]1[C:47]2[N:9]=[C:10]([NH:13][C:14]3[CH:15]=[CH:16][C:17]([O:20][CH2:31][CH2:32][N:33]4[CH2:38][CH2:37][CH2:36][CH2:35][CH2:34]4)=[CH:18][CH:19]=3)[N:11]=[C:12]([CH3:7])[C:3]=2[CH:4]=[C:5]([C:22]2[CH:23]=[CH:24][CH:25]=[CH:26][CH:27]=2)[C:48]1=[O:49])[CH3:39], predict the reactants needed to synthesize it. The reactants are: C([CH:3]1[C:12]2[N:11]=[C:10]([NH:13][C:14]3[CH:19]=[CH:18][C:17]([OH:20])=[CH:16][CH:15]=3)[N:9]=C(C)[C:7]=2N=[C:5]([C:22]2[CH:27]=[CH:26][CH:25]=[CH:24][CH:23]=2)[C:4]1=O)C.Cl.Cl[CH2:31][CH2:32][N:33]1[CH2:38][CH2:37][CH2:36][CH2:35][CH2:34]1.[C:39]([O-])([O-])=O.[K+].[K+].[CH3:45][N:46]([CH:48]=[O:49])[CH3:47]. (4) Given the product [F:17][C:18]1[CH:19]=[C:20]([C:24]2[N:25]=[CH:26][N:27]=[C:28]([N:30]3[CH2:31][CH2:32][N:33]([C:9]([NH:8][C:5]4[O:4][N:3]=[C:2]([CH3:1])[C:6]=4[CH3:7])=[O:16])[CH2:34][CH2:35]3)[CH:29]=2)[CH:21]=[CH:22][CH:23]=1, predict the reactants needed to synthesize it. The reactants are: [CH3:1][C:2]1[C:6]([CH3:7])=[C:5]([NH:8][C:9](=[O:16])OCC(Cl)(Cl)Cl)[O:4][N:3]=1.[F:17][C:18]1[CH:19]=[C:20]([C:24]2[CH:29]=[C:28]([N:30]3[CH2:35][CH2:34][NH:33][CH2:32][CH2:31]3)[N:27]=[CH:26][N:25]=2)[CH:21]=[CH:22][CH:23]=1.